Dataset: Forward reaction prediction with 1.9M reactions from USPTO patents (1976-2016). Task: Predict the product of the given reaction. Given the reactants CC(C)([O-])C.[K+].[Br:7][C:8]1[CH:17]=[C:16]([I:18])[C:15]([Cl:19])=[C:14]2[C:9]=1[CH2:10][CH2:11][NH:12][C:13]2=[O:20].[CH2:21]([O:28][C:29]1[C:34]([CH2:35]Cl)=[C:33]([CH3:37])[CH:32]=[C:31]([CH3:38])[N:30]=1)[C:22]1[CH:27]=[CH:26][CH:25]=[CH:24][CH:23]=1, predict the reaction product. The product is: [CH2:21]([O:28][C:29]1[C:34]([CH2:35][N:12]2[CH2:11][CH2:10][C:9]3[C:14](=[C:15]([Cl:19])[C:16]([I:18])=[CH:17][C:8]=3[Br:7])[C:13]2=[O:20])=[C:33]([CH3:37])[CH:32]=[C:31]([CH3:38])[N:30]=1)[C:22]1[CH:27]=[CH:26][CH:25]=[CH:24][CH:23]=1.